This data is from Peptide-MHC class I binding affinity with 185,985 pairs from IEDB/IMGT. The task is: Regression. Given a peptide amino acid sequence and an MHC pseudo amino acid sequence, predict their binding affinity value. This is MHC class I binding data. The peptide sequence is CRTLLSRV. The MHC is Mamu-B08 with pseudo-sequence Mamu-B08. The binding affinity (normalized) is 0.660.